Dataset: Catalyst prediction with 721,799 reactions and 888 catalyst types from USPTO. Task: Predict which catalyst facilitates the given reaction. (1) Reactant: [C:1]([NH:9][C:10]1[C:15]2[O:16][C@@H:17]([CH2:37][N:38]([CH3:46])[C:39](=[O:45])[O:40][C:41]([CH3:44])([CH3:43])[CH3:42])[C@H:18]([CH3:36])[CH2:19][N:20]([C@@H:23]([CH3:35])[CH2:24][O:25]CC3C=CC(OC)=CC=3)[C:21](=[O:22])[C:14]=2[CH:13]=[CH:12][CH:11]=1)(=[O:8])[C:2]1[CH:7]=[CH:6][N:5]=[CH:4][CH:3]=1.ClC1C(=O)C(C#N)=C(C#N)C(=O)C=1Cl. Product: [OH:25][CH2:24][C@@H:23]([N:20]1[CH2:19][C@@H:18]([CH3:36])[C@H:17]([CH2:37][N:38]([CH3:46])[C:39](=[O:45])[O:40][C:41]([CH3:42])([CH3:44])[CH3:43])[O:16][C:15]2[C:10]([NH:9][C:1](=[O:8])[C:2]3[CH:7]=[CH:6][N:5]=[CH:4][CH:3]=3)=[CH:11][CH:12]=[CH:13][C:14]=2[C:21]1=[O:22])[CH3:35]. The catalyst class is: 4. (2) Reactant: [CH2:1]([O:4][C:5]1[CH:10]=[CH:9][C:8]([C:11]2[N:16]=[CH:15][C:14]([C:17](OC)=[O:18])=[CH:13][N:12]=2)=[C:7]([C:21]([F:24])([F:23])[F:22])[CH:6]=1)[CH2:2][CH3:3].[H-].[H-].[H-].[H-].[Li+].[Al+3].C(O)(=O)CC(CC(O)=O)(C(O)=O)O.CCOC(C)=O. Product: [CH2:1]([O:4][C:5]1[CH:10]=[CH:9][C:8]([C:11]2[N:12]=[CH:13][C:14]([CH2:17][OH:18])=[CH:15][N:16]=2)=[C:7]([C:21]([F:23])([F:24])[F:22])[CH:6]=1)[CH2:2][CH3:3]. The catalyst class is: 7. (3) Reactant: C[O:2][C:3]([C:5]1[C:10]([Br:11])=[CH:9][CH:8]=[CH:7][N:6]=1)=O.[BH4-].[Na+]. Product: [Br:11][C:10]1[C:5]([CH2:3][OH:2])=[N:6][CH:7]=[CH:8][CH:9]=1. The catalyst class is: 5. (4) The catalyst class is: 9. Product: [Br:1][C:2]1[CH:3]=[C:4]([CH:12]=[C:13]([C:15]2[CH2:26][C:27]3([CH2:30][CH2:29][CH2:28]3)[O:17][N:16]=2)[CH:14]=1)[C:5]([O:7][C:8]([CH3:11])([CH3:10])[CH3:9])=[O:6]. Reactant: [Br:1][C:2]1[CH:3]=[C:4]([CH:12]=[C:13](/[CH:15]=[N:16]/[OH:17])[CH:14]=1)[C:5]([O:7][C:8]([CH3:11])([CH3:10])[CH3:9])=[O:6].ClN1C(=O)CCC1=O.[CH2:26]=[C:27]1[CH2:30][CH2:29][CH2:28]1.C(N(CC)CC)C.C([O-])(O)=O.[Na+]. (5) Reactant: [Cl:1][C:2]1[CH:3]=[C:4]([C:8]([C:11]#[C:12][C:13]2[CH:18]=[CH:17][CH:16]=[CH:15][C:14]=2[Cl:19])=[CH:9][N:10]=1)[CH:5]=[N:6][OH:7].[I:20]Cl. Product: [Cl:1][C:2]1[CH:3]=[C:4]2[C:8]([C:11]([I:20])=[C:12]([C:13]3[CH:18]=[CH:17][CH:16]=[CH:15][C:14]=3[Cl:19])[N+:6]([O-:7])=[CH:5]2)=[CH:9][N:10]=1. The catalyst class is: 115. (6) Reactant: [F:1][C:2]1[CH:10]=[CH:9][C:8]2[CH:7]([CH2:11][N:12]3[CH2:17][CH2:16][NH:15][CH2:14][C:13]3=[O:18])[CH2:6][CH2:5][C:4]=2[C:3]=1[C:19]#[N:20].[O:21]=[C:22]1[C:26]2[CH:27]=[CH:28][C:29]([CH2:31][CH:32]=O)=[CH:30][C:25]=2[CH2:24][O:23]1.C(O[BH-](OC(=O)C)OC(=O)C)(=O)C.[Na+]. Product: [F:1][C:2]1[CH:10]=[CH:9][C:8]2[CH:7]([CH2:11][N:12]3[CH2:17][CH2:16][N:15]([CH2:32][CH2:31][C:29]4[CH:28]=[CH:27][C:26]5[C:22](=[O:21])[O:23][CH2:24][C:25]=5[CH:30]=4)[CH2:14][C:13]3=[O:18])[CH2:6][CH2:5][C:4]=2[C:3]=1[C:19]#[N:20]. The catalyst class is: 2. (7) The catalyst class is: 37. Product: [Br:1][C:2]1[CH:7]=[CH:6][C:5]([NH:8][C:9]2[C:12]3[C:17](=[CH:16][CH:15]=[CH:14][CH:13]=3)[NH:11][N:10]=2)=[CH:4][CH:3]=1. Reactant: [Br:1][C:2]1[CH:7]=[CH:6][C:5]([NH:8][C:9]([C:12]2[CH:17]=[CH:16][CH:15]=[CH:14][C:13]=2F)=[N:10][NH2:11])=[CH:4][CH:3]=1.CC(C)([O-])C.[K+].